From a dataset of Peptide-MHC class II binding affinity with 134,281 pairs from IEDB. Regression. Given a peptide amino acid sequence and an MHC pseudo amino acid sequence, predict their binding affinity value. This is MHC class II binding data. (1) The peptide sequence is EKKYFAATQFDPLAA. The MHC is HLA-DPA10201-DPB10501 with pseudo-sequence HLA-DPA10201-DPB10501. The binding affinity (normalized) is 0.665. (2) The peptide sequence is SLRLSCAASGFTFSS. The MHC is DRB1_0802 with pseudo-sequence DRB1_0802. The binding affinity (normalized) is 0.247.